Dataset: Reaction yield outcomes from USPTO patents with 853,638 reactions. Task: Predict the reaction yield, written as a fraction of the theoretical maximum amount of product (1.0 means a 100% yield; for example, 0.34 means a 34% yield). (1) The reactants are [C:1]([C:3]([C:20]1[S:21][C:22]([C:25]#[N:26])=[CH:23][CH:24]=1)([CH:17]([CH3:19])[CH3:18])[CH2:4][CH2:5][CH2:6][N:7]1[CH2:11][CH2:10][C@@H:9]([NH:12][CH2:13][CH2:14][C:15]#[N:16])[CH2:8]1)#[N:2].[CH:27](=O)[C:28]1[CH:33]=[CH:32][CH:31]=[CH:30][CH:29]=1.C(O)(=O)C.C(O[BH-](OC(=O)C)OC(=O)C)(=O)C.[Na+].[OH-].[Na+]. The catalyst is ClCCl. The product is [C:1]([C:3]([C:20]1[S:21][C:22]([C:25]#[N:26])=[CH:23][CH:24]=1)([CH:17]([CH3:19])[CH3:18])[CH2:4][CH2:5][CH2:6][N:7]1[CH2:11][CH2:10][C@@H:9]([N:12]([CH2:13][CH2:14][C:15]#[N:16])[CH2:27][C:28]2[CH:33]=[CH:32][CH:31]=[CH:30][CH:29]=2)[CH2:8]1)#[N:2]. The yield is 0.591. (2) The reactants are [F:1][C:2]1[CH:7]=[CH:6][C:5]([N:8]2[C@H:11]([C:12]3[CH:17]=[CH:16][C:15]([OH:18])=[CH:14][CH:13]=3)[C@@H:10]([CH2:19][CH2:20][C:21]3([C:26]4[CH:31]=[CH:30][C:29]([F:32])=[CH:28][CH:27]=4)OCC[O:22]3)[C:9]2=[O:33])=[CH:4][CH:3]=1.O.C1(C)C=CC(S(O)(=O)=O)=CC=1. The catalyst is CC(C)=O.O. The product is [F:1][C:2]1[CH:3]=[CH:4][C:5]([N:8]2[C@H:11]([C:12]3[CH:13]=[CH:14][C:15]([OH:18])=[CH:16][CH:17]=3)[C@@H:10]([CH2:19][CH2:20][C:21]([C:26]3[CH:27]=[CH:28][C:29]([F:32])=[CH:30][CH:31]=3)=[O:22])[C:9]2=[O:33])=[CH:6][CH:7]=1. The yield is 0.910. (3) The reactants are [Br:1][C:2]1[CH:3]=[CH:4][C:5]2[O:11][CH2:10][CH2:9][N:8]3[C:12]([C:18](O)=[O:19])=[C:13]([C:15](=[O:17])[NH2:16])[N:14]=[C:7]3[C:6]=2[CH:21]=1.Cl.[O:23]1[CH2:28][CH2:27][CH:26]([NH2:29])[CH2:25][CH2:24]1. No catalyst specified. The product is [Br:1][C:2]1[CH:3]=[CH:4][C:5]2[O:11][CH2:10][CH2:9][N:8]3[C:12]([C:18]([NH:29][CH:26]4[CH2:27][CH2:28][O:23][CH2:24][CH2:25]4)=[O:19])=[C:13]([C:15]([NH2:16])=[O:17])[N:14]=[C:7]3[C:6]=2[CH:21]=1. The yield is 0.630. (4) The reactants are Cl[C:2]1[N:10]=[CH:9][N:8]=[C:7]2[C:3]=1[NH:4][CH:5]=[N:6]2.CO.[CH3:13][NH2:14]. The catalyst is C(O)C. The product is [CH3:13][NH:14][C:2]1[N:10]=[CH:9][N:8]=[C:7]2[C:3]=1[N:4]=[CH:5][NH:6]2. The yield is 0.900.